From a dataset of Reaction yield outcomes from USPTO patents with 853,638 reactions. Predict the reaction yield, written as a fraction of the theoretical maximum amount of product (1.0 means a 100% yield; for example, 0.34 means a 34% yield). (1) The reactants are [NH2:1][C:2]1[CH:3]=[C:4]2[C:9](=[CH:10][CH:11]=1)[N:8]=[CH:7][NH:6][C:5]2=[O:12].[N:13]([O-])=O.[Na+].O.O.Cl[Sn]Cl.[CH3:22][C:23]([CH3:30])([CH3:29])[C:24](=O)[CH2:25][C:26]#[N:27]. The catalyst is Cl.O.CCO. The product is [NH2:27][C:26]1[N:1]([C:2]2[CH:3]=[C:4]3[C:9](=[CH:10][CH:11]=2)[N:8]=[CH:7][NH:6][C:5]3=[O:12])[N:13]=[C:24]([C:23]([CH3:30])([CH3:29])[CH3:22])[CH:25]=1. The yield is 0.220. (2) The reactants are [Br:1][C:2]1[CH:3]=[C:4]([CH:8]2[CH2:12][CH2:11][CH2:10][NH:9]2)[CH:5]=[CH:6][CH:7]=1.C=O.[BH-](OC(C)=O)(OC(C)=O)O[C:17](C)=O.[Na+]. The catalyst is CO.CC(O)=O. The product is [Br:1][C:2]1[CH:3]=[C:4]([CH:8]2[CH2:12][CH2:11][CH2:10][N:9]2[CH3:17])[CH:5]=[CH:6][CH:7]=1. The yield is 0.960. (3) The reactants are [F:1][C:2]1[CH:7]=[CH:6][CH:5]=[C:4]([F:8])[C:3]=1[N:9]1[C:14]2[N:15]=[C:16](S(C)(=O)=O)[N:17]=[C:18]([C:19]3[CH:24]=[CH:23][C:22]([F:25])=[CH:21][C:20]=3[CH3:26])[C:13]=2[CH:12]=[CH:11][C:10]1=[O:31].[NH2:32][C:33]1[N:37]=[CH:36][NH:35][N:34]=1. No catalyst specified. The product is [F:1][C:2]1[CH:7]=[CH:6][CH:5]=[C:4]([F:8])[C:3]=1[N:9]1[C:14]2[N:15]=[C:16]([NH:32][C:33]3[N:37]=[CH:36][NH:35][N:34]=3)[N:17]=[C:18]([C:19]3[CH:24]=[CH:23][C:22]([F:25])=[CH:21][C:20]=3[CH3:26])[C:13]=2[CH:12]=[CH:11][C:10]1=[O:31]. The yield is 0.150. (4) The reactants are [Cl:1][C:2]1[CH:7]=[CH:6][C:5]([N:8]=[C:9]=[O:10])=[CH:4][C:3]=1[C:11]([F:14])([F:13])[F:12].[CH3:15][O:16][C:17]1[CH:23]=[CH:22][C:20]([NH2:21])=[CH:19][CH:18]=1. The catalyst is ClCCl. The product is [Cl:1][C:2]1[CH:7]=[CH:6][C:5]([NH:8][C:9]([NH:21][C:20]2[CH:22]=[CH:23][C:17]([O:16][CH3:15])=[CH:18][CH:19]=2)=[O:10])=[CH:4][C:3]=1[C:11]([F:12])([F:13])[F:14]. The yield is 0.520. (5) The reactants are C(N(C(C)C)CC)(C)C.[F:10][C:11]1[CH:12]=[CH:13][C:14]2[N:19]=[C:18]([C:20]3[C:29]4[C:24](=[CH:25][CH:26]=[CH:27][CH:28]=4)[CH:23]=[CH:22][CH:21]=3)[O:17][C:16](=[O:30])[C:15]=2[CH:31]=1.[CH:32]1([CH2:36][NH2:37])[CH2:35][CH2:34][CH2:33]1. No catalyst specified. The product is [CH:32]1([CH2:36][NH:37][C:16]([C:15]2[CH:31]=[C:11]([F:10])[CH:12]=[CH:13][C:14]=2[NH:19][C:18]([C:20]2[C:29]3[C:24](=[CH:25][CH:26]=[CH:27][CH:28]=3)[CH:23]=[CH:22][CH:21]=2)=[O:17])=[O:30])[CH2:35][CH2:34][CH2:33]1. The yield is 0.990. (6) The product is [NH2:28][C:16]1[CH:17]=[C:18]([NH2:25])[CH:19]=[C:20]([C:21]([F:23])([F:24])[F:22])[C:15]=1[N:9]([C:3]1[CH:4]=[CH:5][C:6]([Cl:8])=[CH:7][C:2]=1[Cl:1])[C:10](=[O:14])[O:11][CH2:12][CH3:13]. The yield is 0.970. The reactants are [Cl:1][C:2]1[CH:7]=[C:6]([Cl:8])[CH:5]=[CH:4][C:3]=1[N:9]([C:15]1[C:20]([C:21]([F:24])([F:23])[F:22])=[CH:19][C:18]([N+:25]([O-])=O)=[CH:17][C:16]=1[N+:28]([O-])=O)[C:10](=[O:14])[O:11][CH2:12][CH3:13].C(=O)(O)[O-].[Na+]. The catalyst is CO.[Cl-].[Ti+3].[Cl-].[Cl-]. (7) The reactants are [F:1][C:2]([F:7])([F:6])[C:3]([OH:5])=[O:4].[CH2:8]([S:10]([N:13]1[CH2:18][CH2:17][CH:16]([C:19]2[C:27]3[C:22](=[C:23]([C:36]([NH2:38])=[O:37])[CH:24]=[C:25]([C:28]4[S:29][CH:30]=[C:31]([CH2:33][NH:34][CH3:35])[CH:32]=4)[CH:26]=3)[NH:21][CH:20]=2)[CH2:15][CH2:14]1)(=[O:12])=[O:11])[CH3:9].CN. No catalyst specified. The product is [F:1][C:2]([F:7])([F:6])[C:3]([OH:5])=[O:4].[CH3:35][N:34]([CH2:33][C:31]1[CH:32]=[C:28]([C:25]2[CH:26]=[C:27]3[C:22](=[C:23]([C:36]([NH2:38])=[O:37])[CH:24]=2)[NH:21][CH:20]=[C:19]3[CH:16]2[CH2:15][CH2:14][N:13]([S:10]([CH2:8][CH3:9])(=[O:11])=[O:12])[CH2:18][CH2:17]2)[S:29][CH:30]=1)[CH3:2]. The yield is 0.153. (8) The reactants are P(Cl)(Cl)(Cl)(Cl)[Cl:2].[CH3:7][C:8]([CH3:16])([C:13](=O)[CH3:14])[C:9]([O:11][CH3:12])=[O:10]. The catalyst is C(Cl)Cl.CN(C=O)C. The product is [Cl:2][C:13](=[CH2:14])[C:8]([CH3:16])([CH3:7])[C:9]([O:11][CH3:12])=[O:10]. The yield is 0.230.